Dataset: NCI-60 drug combinations with 297,098 pairs across 59 cell lines. Task: Regression. Given two drug SMILES strings and cell line genomic features, predict the synergy score measuring deviation from expected non-interaction effect. (1) Drug 1: CC1=C(C=C(C=C1)NC2=NC=CC(=N2)N(C)C3=CC4=NN(C(=C4C=C3)C)C)S(=O)(=O)N.Cl. Drug 2: C(CN)CNCCSP(=O)(O)O. Cell line: M14. Synergy scores: CSS=-4.68, Synergy_ZIP=1.80, Synergy_Bliss=-1.03, Synergy_Loewe=-4.55, Synergy_HSA=-4.39. (2) Drug 1: CN1C(=O)N2C=NC(=C2N=N1)C(=O)N. Drug 2: COCCOC1=C(C=C2C(=C1)C(=NC=N2)NC3=CC=CC(=C3)C#C)OCCOC.Cl. Cell line: SK-OV-3. Synergy scores: CSS=6.27, Synergy_ZIP=-2.40, Synergy_Bliss=1.47, Synergy_Loewe=-6.34, Synergy_HSA=-0.922. (3) Drug 1: C1=CC(=CC=C1CCCC(=O)O)N(CCCl)CCCl. Drug 2: CC1CCC2CC(C(=CC=CC=CC(CC(C(=O)C(C(C(=CC(C(=O)CC(OC(=O)C3CCCCN3C(=O)C(=O)C1(O2)O)C(C)CC4CCC(C(C4)OC)OCCO)C)C)O)OC)C)C)C)OC. Cell line: PC-3. Synergy scores: CSS=38.0, Synergy_ZIP=-12.3, Synergy_Bliss=-6.55, Synergy_Loewe=-12.5, Synergy_HSA=0.324. (4) Drug 1: N.N.Cl[Pt+2]Cl. Drug 2: CC1C(C(CC(O1)OC2CC(CC3=C2C(=C4C(=C3O)C(=O)C5=C(C4=O)C(=CC=C5)OC)O)(C(=O)CO)O)N)O.Cl. Cell line: ACHN. Synergy scores: CSS=53.8, Synergy_ZIP=9.15, Synergy_Bliss=4.79, Synergy_Loewe=-21.3, Synergy_HSA=5.91. (5) Drug 1: CC1OCC2C(O1)C(C(C(O2)OC3C4COC(=O)C4C(C5=CC6=C(C=C35)OCO6)C7=CC(=C(C(=C7)OC)O)OC)O)O. Drug 2: CC1=C(C(=CC=C1)Cl)NC(=O)C2=CN=C(S2)NC3=CC(=NC(=N3)C)N4CCN(CC4)CCO. Cell line: SF-295. Synergy scores: CSS=53.0, Synergy_ZIP=-2.80, Synergy_Bliss=-2.19, Synergy_Loewe=-0.888, Synergy_HSA=1.78. (6) Drug 1: CNC(=O)C1=CC=CC=C1SC2=CC3=C(C=C2)C(=NN3)C=CC4=CC=CC=N4. Drug 2: CC1=C(C=C(C=C1)NC(=O)C2=CC=C(C=C2)CN3CCN(CC3)C)NC4=NC=CC(=N4)C5=CN=CC=C5. Cell line: SNB-19. Synergy scores: CSS=2.68, Synergy_ZIP=0.554, Synergy_Bliss=0.624, Synergy_Loewe=-4.27, Synergy_HSA=-1.96. (7) Drug 1: CC1C(C(CC(O1)OC2CC(CC3=C2C(=C4C(=C3O)C(=O)C5=C(C4=O)C(=CC=C5)OC)O)(C(=O)C)O)N)O.Cl. Drug 2: CN1C(=O)N2C=NC(=C2N=N1)C(=O)N. Cell line: IGROV1. Synergy scores: CSS=17.4, Synergy_ZIP=-6.21, Synergy_Bliss=-4.61, Synergy_Loewe=-78.3, Synergy_HSA=-5.88. (8) Drug 1: C1=NC2=C(N1)C(=S)N=C(N2)N. Drug 2: CC1=C(C(=CC=C1)Cl)NC(=O)C2=CN=C(S2)NC3=CC(=NC(=N3)C)N4CCN(CC4)CCO. Cell line: SNB-75. Synergy scores: CSS=13.5, Synergy_ZIP=-4.95, Synergy_Bliss=0.299, Synergy_Loewe=-3.44, Synergy_HSA=1.09.